This data is from Catalyst prediction with 721,799 reactions and 888 catalyst types from USPTO. The task is: Predict which catalyst facilitates the given reaction. Reactant: S(Cl)([Cl:4])(=O)=O.[CH3:6][O:7][C:8]1[CH:9]=[C:10]([NH:16][C:17](=[O:19])[CH3:18])[CH:11]=[C:12]([O:14][CH3:15])[CH:13]=1. Product: [Cl:4][C:11]1[C:12]([O:14][CH3:15])=[CH:13][C:8]([O:7][CH3:6])=[CH:9][C:10]=1[NH:16][C:17](=[O:19])[CH3:18]. The catalyst class is: 751.